From a dataset of Peptide-MHC class II binding affinity with 134,281 pairs from IEDB. Regression. Given a peptide amino acid sequence and an MHC pseudo amino acid sequence, predict their binding affinity value. This is MHC class II binding data. The peptide sequence is GTGSLVITASMSGHI. The MHC is DRB1_0802 with pseudo-sequence DRB1_0802. The binding affinity (normalized) is 0.426.